From a dataset of Full USPTO retrosynthesis dataset with 1.9M reactions from patents (1976-2016). Predict the reactants needed to synthesize the given product. (1) Given the product [Cl:27][C:24]1[CH:25]=[CH:26][C:21]([C:12]2[N:11]([CH2:28][CH3:29])[C:10]([C:4]([OH:5])([CH2:6][CH:7]=[CH2:8])[CH2:1][CH:2]=[CH2:3])=[N:14][C:13]=2[C:15]2[CH:16]=[CH:17][N:18]=[CH:19][CH:20]=2)=[CH:22][CH:23]=1, predict the reactants needed to synthesize it. The reactants are: [CH2:1]([C:4]([CH2:6][CH:7]=[CH2:8])=[O:5])[CH:2]=[CH2:3].Br[C:10]1[N:11]([CH2:28][CH3:29])[C:12]([C:21]2[CH:26]=[CH:25][C:24]([Cl:27])=[CH:23][CH:22]=2)=[C:13]([C:15]2[CH:20]=[CH:19][N:18]=[CH:17][CH:16]=2)[N:14]=1. (2) Given the product [Cl:1][C:2]1[CH:3]=[CH:4][C:5]([O:29][CH:30]([F:32])[F:31])=[C:6]([C:8]2[C:13]([O:14][CH3:15])=[CH:12][N:11]([CH:16]([CH2:24][CH:25]([CH3:27])[CH3:26])[C:17]([OH:19])=[O:18])[C:10](=[O:28])[CH:9]=2)[CH:7]=1, predict the reactants needed to synthesize it. The reactants are: [Cl:1][C:2]1[CH:3]=[CH:4][C:5]([O:29][CH:30]([F:32])[F:31])=[C:6]([C:8]2[C:13]([O:14][CH3:15])=[CH:12][N:11]([CH:16]([CH2:24][CH:25]([CH3:27])[CH3:26])[C:17]([O:19]C(C)(C)C)=[O:18])[C:10](=[O:28])[CH:9]=2)[CH:7]=1.C(O)(C(F)(F)F)=O.